Dataset: Full USPTO retrosynthesis dataset with 1.9M reactions from patents (1976-2016). Task: Predict the reactants needed to synthesize the given product. (1) Given the product [CH:1]1([C:4]2[NH:8][C:7]3[CH:16]=[C:17]([C:29]4[C:30]([CH3:35])=[N:31][O:32][C:33]=4[CH3:34])[CH:18]=[C:19]([C:20]([CH:22]4[CH2:26][CH2:25][C:24]([CH3:27])([CH3:28])[O:23]4)([C:41]4[CH:40]=[CH:39][CH:38]=[C:37]([CH3:36])[N:42]=4)[OH:21])[C:6]=3[N:5]=2)[CH2:3][CH2:2]1, predict the reactants needed to synthesize it. The reactants are: [CH:1]1([C:4]2[N:8](C(OC(C)(C)C)=O)[C:7]3[CH:16]=[C:17]([C:29]4[C:30]([CH3:35])=[N:31][O:32][C:33]=4[CH3:34])[CH:18]=[C:19]([C:20]([CH:22]4[CH2:26][CH2:25][C:24]([CH3:28])([CH3:27])[O:23]4)=[O:21])[C:6]=3[N:5]=2)[CH2:3][CH2:2]1.[CH3:36][C:37]1[N:42]=[C:41]([Mg]Br)[CH:40]=[CH:39][CH:38]=1. (2) Given the product [CH3:1][C:2]1[N:6]([C:7]2[N:12]=[CH:11][CH:10]=[CH:9][N:8]=2)[N:5]=[C:4]([NH2:13])[CH:3]=1, predict the reactants needed to synthesize it. The reactants are: [CH3:1][C:2]1[N:6]([C:7]2[N:12]=[CH:11][CH:10]=[CH:9][N:8]=2)[N:5]=[C:4]([N+:13]([O-])=O)[CH:3]=1.[H][H]. (3) Given the product [C:41]([O:45][C:46]([N:48]1[CH2:53][CH2:52][N:51]([C:25](=[O:27])[CH2:24][C:23]([O:22][CH2:20][CH3:21])=[O:28])[CH2:50][CH2:49]1)=[O:47])([CH3:44])([CH3:42])[CH3:43], predict the reactants needed to synthesize it. The reactants are: C1C=CC2N(O)N=NC=2C=1.CCN(C(C)C)C(C)C.[CH2:20]([O:22][C:23](=[O:28])[CH2:24][C:25]([OH:27])=O)[CH3:21].CCN=C=NCCCN(C)C.Cl.[C:41]([O:45][C:46]([N:48]1[CH2:53][CH2:52][NH:51][CH2:50][CH2:49]1)=[O:47])([CH3:44])([CH3:43])[CH3:42]. (4) Given the product [O:25]=[C:23]1[C:22]2[C:21](=[CH:29][CH:28]=[CH:27][CH:26]=2)[C:20](=[O:30])[N:24]1[CH:2]([CH2:12][O:13][C:14]1[CH:19]=[CH:18][CH:17]=[CH:16][CH:15]=1)[CH2:3][NH:4][C:5](=[O:11])[O:6][C:7]([CH3:10])([CH3:9])[CH3:8], predict the reactants needed to synthesize it. The reactants are: O[CH:2]([CH2:12][O:13][C:14]1[CH:19]=[CH:18][CH:17]=[CH:16][CH:15]=1)[CH2:3][NH:4][C:5](=[O:11])[O:6][C:7]([CH3:10])([CH3:9])[CH3:8].[C:20]1(=[O:30])[NH:24][C:23](=[O:25])[C:22]2=[CH:26][CH:27]=[CH:28][CH:29]=[C:21]12.C1(P(C2C=CC=CC=2)C2C=CC=CC=2)C=CC=CC=1.N(C(OC(C)C)=O)=NC(OC(C)C)=O. (5) Given the product [ClH:41].[O:22]1[C:23]2[CH:24]=[C:16]([O:15][C:13]3[CH:12]=[CH:11][C:10]4[N:25]=[C:26]([CH2:27][O:28][C:29]5[CH:30]=[C:31]([CH:36]=[CH:37][CH:38]=5)[C:32]([O:34][CH3:35])=[O:33])[N:8]([CH3:6])[C:9]=4[CH:14]=3)[CH:17]=[CH:18][C:19]=2[CH2:20][CH2:21]1, predict the reactants needed to synthesize it. The reactants are: C(O[C:6]([N:8](C)[C:9]1[CH:14]=[C:13]([O:15][C:16]2[CH:24]=[CH:23][C:19]3[CH2:20][CH2:21][O:22][C:18]=3[CH:17]=2)[CH:12]=[CH:11][C:10]=1[NH:25][C:26](=O)[CH2:27][O:28][C:29]1[CH:30]=[C:31]([CH:36]=[CH:37][CH:38]=1)[C:32]([O:34][CH3:35])=[O:33])=O)(C)(C)C.[ClH:41].C(OCC)(=O)C. (6) The reactants are: [C:1]1([C:7]2[CH:8]=[CH:9][C:10]([C:13]([OH:15])=O)=[N:11][CH:12]=2)[CH:6]=[CH:5][CH:4]=[CH:3][CH:2]=1.C1C=CC2N(O)N=NC=2C=1.CCN=C=NCCCN(C)C.C(N(CC)CC)C.[O:44]1[CH2:49][CH2:48][CH2:47][CH2:46][CH:45]1[O:50][NH2:51]. Given the product [O:44]1[CH2:49][CH2:48][CH2:47][CH2:46][CH:45]1[O:50][NH:51][C:13]([C:10]1[CH:9]=[CH:8][C:7]([C:1]2[CH:2]=[CH:3][CH:4]=[CH:5][CH:6]=2)=[CH:12][N:11]=1)=[O:15], predict the reactants needed to synthesize it.